From a dataset of M1 muscarinic receptor agonist screen with 61,833 compounds. Binary Classification. Given a drug SMILES string, predict its activity (active/inactive) in a high-throughput screening assay against a specified biological target. (1) The compound is Clc1c(cc(NC(=O)CSc2n(CC(C)C)c(nn2)c2occc2)c(OC)c1)C. The result is 0 (inactive). (2) The drug is O=C(N1CCN(CC1)c1ccc(NCc2ccc(cc2)C)cc1)C. The result is 0 (inactive). (3) The compound is P1(N(C)C)(N(C)C)=NC(=NC(=N1)C(F)(F)F)C(F)(F)F. The result is 0 (inactive).